Regression. Given a peptide amino acid sequence and an MHC pseudo amino acid sequence, predict their binding affinity value. This is MHC class I binding data. From a dataset of Peptide-MHC class I binding affinity with 185,985 pairs from IEDB/IMGT. (1) The peptide sequence is DHSFSLEL. The MHC is Mamu-A07 with pseudo-sequence Mamu-A07. The binding affinity (normalized) is 0.936. (2) The peptide sequence is WTTYMDTFFR. The MHC is HLA-A68:01 with pseudo-sequence HLA-A68:01. The binding affinity (normalized) is 0.886. (3) The binding affinity (normalized) is 0.0847. The peptide sequence is LKEKSSLRY. The MHC is HLA-A26:01 with pseudo-sequence HLA-A26:01. (4) The peptide sequence is YFDDVTAFL. The binding affinity (normalized) is 0.936. The MHC is HLA-A02:16 with pseudo-sequence HLA-A02:16. (5) The peptide sequence is WLSLDVSAAF. The MHC is Patr-A0401 with pseudo-sequence Patr-A0401. The binding affinity (normalized) is 0.0567.